Dataset: Forward reaction prediction with 1.9M reactions from USPTO patents (1976-2016). Task: Predict the product of the given reaction. (1) The product is: [ClH:27].[ClH:27].[ClH:27].[ClH:27].[CH3:1][N:2]([C@H:3]1[CH2:7][CH2:6][N:5]([CH2:8][C:9]2[CH:14]=[CH:13][N:12]=[C:11]([C:15]3[CH:16]=[C:17]([O:25][CH3:26])[C:18]([O:23][CH3:24])=[C:19]([O:21][CH3:22])[CH:20]=3)[CH:10]=2)[CH2:4]1)[CH2:28][C:29]1[CH:34]=[CH:33][N:32]=[C:31]([C:35]2[CH:40]=[C:39]([O:41][CH3:42])[C:38]([O:43][CH3:44])=[C:37]([O:45][CH3:46])[CH:36]=2)[CH:30]=1. Given the reactants [CH3:1][NH:2][C@H:3]1[CH2:7][CH2:6][N:5]([CH2:8][C:9]2[CH:14]=[CH:13][N:12]=[C:11]([C:15]3[CH:20]=[C:19]([O:21][CH3:22])[C:18]([O:23][CH3:24])=[C:17]([O:25][CH3:26])[CH:16]=3)[CH:10]=2)[CH2:4]1.[Cl:27][CH2:28][C:29]1[CH:34]=[CH:33][N:32]=[C:31]([C:35]2[CH:40]=[C:39]([O:41][CH3:42])[C:38]([O:43][CH3:44])=[C:37]([O:45][CH3:46])[CH:36]=2)[CH:30]=1, predict the reaction product. (2) Given the reactants [Cl:1][C:2]1[CH:7]=[C:6]([O:8]C)[CH:5]=[CH:4][C:3]=1[CH2:10][C:11]([OH:13])=O.[NH2:14][C:15]1[CH:20]=[CH:19][CH:18]=[CH:17][N:16]=1.N1(C(C2SC3C(=NC=CC=3OC3C=CC(CC(NC4C=NC(N5CCOCC5)=CC=4)=O)=CC=3)C=2)=O)CCC1.COC.C1(O)C=CC=CC=1, predict the reaction product. The product is: [Cl:1][C:2]1[CH:7]=[C:6]([OH:8])[CH:5]=[CH:4][C:3]=1[CH2:10][C:11]([NH:14][C:15]1[CH:20]=[CH:19][CH:18]=[CH:17][N:16]=1)=[O:13]. (3) Given the reactants [Br:1][C:2]1[C:3]([O:23][CH3:24])=[CH:4][C:5]([O:21]C)=[C:6]([C:8](=[O:20])[CH2:9][C:10]2[CH:19]=[CH:18][C:13]([C:14]([O:16][CH3:17])=[O:15])=[CH:12][CH:11]=2)[CH:7]=1, predict the reaction product. The product is: [Br:1][C:2]1[C:3]([O:23][CH3:24])=[CH:4][C:5]([OH:21])=[C:6]([C:8](=[O:20])[CH2:9][C:10]2[CH:11]=[CH:12][C:13]([C:14]([O:16][CH3:17])=[O:15])=[CH:18][CH:19]=2)[CH:7]=1. (4) Given the reactants [Cl:1][C:2]1[CH:12]=[CH:11][C:5]2[CH2:6][CH2:7][NH:8][CH2:9][CH2:10][C:4]=2[C:3]=1[CH:13]=[CH:14][CH2:15][CH2:16][CH2:17][NH:18][C:19]([CH:21]1[CH2:25][CH2:24][CH2:23][CH2:22]1)=[O:20].[C:26]([O:30][C:31](O[C:31]([O:30][C:26]([CH3:29])([CH3:28])[CH3:27])=[O:32])=[O:32])([CH3:29])([CH3:28])[CH3:27], predict the reaction product. The product is: [C:26]([O:30][C:31]([N:8]1[CH2:9][CH2:10][C:4]2[C:3]([CH:13]=[CH:14][CH2:15][CH2:16][CH2:17][NH:18][C:19]([CH:21]3[CH2:25][CH2:24][CH2:23][CH2:22]3)=[O:20])=[C:2]([Cl:1])[CH:12]=[CH:11][C:5]=2[CH2:6][CH2:7]1)=[O:32])([CH3:29])([CH3:28])[CH3:27].